Predict the product of the given reaction. From a dataset of Forward reaction prediction with 1.9M reactions from USPTO patents (1976-2016). (1) Given the reactants [CH3:1][CH:2]([O:4][C:5]1[CH:13]=[C:12]2[C:8]([CH:9]=[N:10][NH:11]2)=[CH:7][C:6]=1[NH:14][C:15]1[C:16]2[C:23]3[CH2:24][CH2:25][CH:26]([C:28](O)=[O:29])[CH2:27][C:22]=3[S:21][C:17]=2[N:18]=[CH:19][N:20]=1)[CH3:3].[NH:31]1[CH2:36][CH2:35][O:34][CH2:33][CH2:32]1, predict the reaction product. The product is: [N:31]1([C:28]([CH:26]2[CH2:25][CH2:24][C:23]3[C:16]4[C:15]([NH:14][C:6]5[CH:7]=[C:8]6[C:12](=[CH:13][C:5]=5[O:4][CH:2]([CH3:3])[CH3:1])[NH:11][N:10]=[CH:9]6)=[N:20][CH:19]=[N:18][C:17]=4[S:21][C:22]=3[CH2:27]2)=[O:29])[CH2:36][CH2:35][O:34][CH2:33][CH2:32]1. (2) Given the reactants [Cl:1][C:2]1[C:3]([Cl:11])=[N:4][CH:5]=[C:6]([CH:10]=1)[C:7]([OH:9])=O.CCN=C=NCCCN(C)C.C1C=CC2N(O)N=NC=2C=1.[NH2:33][CH2:34][CH:35]([OH:38])[CH2:36][CH3:37].CCN(C(C)C)C(C)C, predict the reaction product. The product is: [Cl:1][C:2]1[C:3]([Cl:11])=[N:4][CH:5]=[C:6]([CH:10]=1)[C:7]([NH:33][CH2:34][CH:35]([OH:38])[CH2:36][CH3:37])=[O:9]. (3) Given the reactants [F:1][C:2]1[CH:3]=[C:4]([N:8]2[C@@:12]3([CH2:17][CH2:16][N:15](C(OCC4C=CC=CC=4)=O)[C@@H:14]([CH3:28])[CH2:13]3)[CH:11]([OH:29])[CH2:10][S:9]2(=[O:31])=[O:30])[CH:5]=[CH:6][CH:7]=1, predict the reaction product. The product is: [F:1][C:2]1[CH:3]=[C:4]([N:8]2[C@@:12]3([CH2:17][CH2:16][NH:15][C@@H:14]([CH3:28])[CH2:13]3)[CH:11]([OH:29])[CH2:10][S:9]2(=[O:31])=[O:30])[CH:5]=[CH:6][CH:7]=1. (4) The product is: [C:1]([C:5]1[O:9][N:8]=[C:7]([C:10]2[CH:15]=[C:14]([O:25][CH2:24][CH2:23][CH:22]([O:21][CH3:20])[CH3:26])[C:13]([CH:17]3[CH2:19][CH2:18]3)=[CH:12][N:11]=2)[N:6]=1)([CH3:4])([CH3:3])[CH3:2]. Given the reactants [C:1]([C:5]1[O:9][N:8]=[C:7]([C:10]2[CH:15]=[C:14](Cl)[C:13]([CH:17]3[CH2:19][CH2:18]3)=[CH:12][N:11]=2)[N:6]=1)([CH3:4])([CH3:3])[CH3:2].[CH3:20][O:21][CH:22]([CH3:26])[CH2:23][CH2:24][OH:25], predict the reaction product. (5) Given the reactants [C:1]([O:5][C@@H:6]([C:12]1[C:37]([CH3:38])=[CH:36][C:15]2[N:16]=[C:17]([C:19]3[CH:24]=[CH:23][N:22]=[C:21]([C:25]4[CH:34]=[N:33][C:32]5[NH:31][C:30](=[O:35])[CH2:29][O:28][C:27]=5[CH:26]=4)[CH:20]=3)[S:18][C:14]=2[C:13]=1[C:39]1[CH:44]=[CH:43][C:42]([Cl:45])=[CH:41][CH:40]=1)[C:7]([O:9]CC)=[O:8])([CH3:4])([CH3:3])[CH3:2].[OH-].[Na+], predict the reaction product. The product is: [C:1]([O:5][C@@H:6]([C:12]1[C:37]([CH3:38])=[CH:36][C:15]2[N:16]=[C:17]([C:19]3[CH:24]=[CH:23][N:22]=[C:21]([C:25]4[CH:34]=[N:33][C:32]5[NH:31][C:30](=[O:35])[CH2:29][O:28][C:27]=5[CH:26]=4)[CH:20]=3)[S:18][C:14]=2[C:13]=1[C:39]1[CH:40]=[CH:41][C:42]([Cl:45])=[CH:43][CH:44]=1)[C:7]([OH:9])=[O:8])([CH3:4])([CH3:2])[CH3:3]. (6) Given the reactants [CH2:1]([N:8]([CH2:15][C:16]1[CH:21]=[CH:20][CH:19]=[CH:18][CH:17]=1)[CH2:9][CH2:10][C:11]([CH3:14])(O)[CH3:12])[C:2]1[CH:7]=[CH:6][CH:5]=[CH:4][CH:3]=1.C(N(S(F)(F)[F:28])CC)C.C([O-])(O)=O.[Na+], predict the reaction product. The product is: [CH2:1]([N:8]([CH2:15][C:16]1[CH:21]=[CH:20][CH:19]=[CH:18][CH:17]=1)[CH2:9][CH2:10][C:11]([F:28])([CH3:14])[CH3:12])[C:2]1[CH:7]=[CH:6][CH:5]=[CH:4][CH:3]=1. (7) Given the reactants Br[CH2:2][CH2:3][CH2:4][C:5]([O:7][CH2:8][CH3:9])=[O:6].[NH:10]1[CH2:15][CH2:14][O:13][CH2:12][CH2:11]1, predict the reaction product. The product is: [CH2:8]([O:7][C:5](=[O:6])[CH2:4][CH2:3][CH2:2][N:10]1[CH2:15][CH2:14][O:13][CH2:12][CH2:11]1)[CH3:9]. (8) Given the reactants [O:1]=[C:2]1[CH:11]=[N:10][C:9]2[C:4](=[CH:5][CH:6]=[CH:7][CH:8]=2)[N:3]1[CH2:12][CH2:13][N:14]1[CH2:19][CH2:18][CH:17]([NH:20][CH2:21][C:22]([NH:24][C:25]2[CH:30]=[CH:29][CH:28]=[CH:27][N:26]=2)=[O:23])[CH2:16][CH2:15]1.[ClH:31].C(OCC)(=O)C, predict the reaction product. The product is: [ClH:31].[O:1]=[C:2]1[CH:11]=[N:10][C:9]2[C:4](=[CH:5][CH:6]=[CH:7][CH:8]=2)[N:3]1[CH2:12][CH2:13][N:14]1[CH2:19][CH2:18][CH:17]([NH:20][CH2:21][C:22]([NH:24][C:25]2[CH:30]=[CH:29][CH:28]=[CH:27][N:26]=2)=[O:23])[CH2:16][CH2:15]1. (9) Given the reactants [Cl:1][C:2]1[CH:3]=[C:4]([NH:8][C:9]2[CH:14]=[C:13]([NH:15][CH:16]3[CH2:21][CH2:20][NH:19][CH2:18][CH2:17]3)[N:12]3[N:22]=[CH:23][C:24]([CH:25]=[C:26]4[NH:30][C:29](=[O:31])[NH:28][C:27]4=[O:32])=[C:11]3[N:10]=2)[CH:5]=[CH:6][CH:7]=1.Cl[CH2:34][CH:35]([OH:37])[CH3:36].[I-].[K+], predict the reaction product. The product is: [Cl:1][C:2]1[CH:3]=[C:4]([NH:8][C:9]2[CH:14]=[C:13]([NH:15][CH:16]3[CH2:21][CH2:20][N:19]([CH2:34][CH:35]([OH:37])[CH3:36])[CH2:18][CH2:17]3)[N:12]3[N:22]=[CH:23][C:24]([CH:25]=[C:26]4[NH:30][C:29](=[O:31])[NH:28][C:27]4=[O:32])=[C:11]3[N:10]=2)[CH:5]=[CH:6][CH:7]=1. (10) Given the reactants [CH:1]1([CH:7]([C:9]2[O:10][C:11]3[CH:18]=[CH:17][C:16]([CH3:19])=[CH:15][C:12]=3[C:13]=2[CH3:14])O)[CH2:6][CH2:5][CH2:4][CH2:3][CH2:2]1.S(Cl)([Cl:22])=O.C(=O)([O-])O.[Na+], predict the reaction product. The product is: [Cl:22][CH:7]([CH:1]1[CH2:6][CH2:5][CH2:4][CH2:3][CH2:2]1)[C:9]1[O:10][C:11]2[CH:18]=[CH:17][C:16]([CH3:19])=[CH:15][C:12]=2[C:13]=1[CH3:14].